This data is from HIV replication inhibition screening data with 41,000+ compounds from the AIDS Antiviral Screen. The task is: Binary Classification. Given a drug SMILES string, predict its activity (active/inactive) in a high-throughput screening assay against a specified biological target. (1) The compound is Cc1ccc(NC(=O)C(=O)C(C(=O)c2ccc3ccccc3c2)C2OC(=O)c3ccccc32)c(C)c1. The result is 0 (inactive). (2) The molecule is CCOC(=O)C(=Cc1ccncc1)C(=O)c1ccccc1. The result is 0 (inactive).